This data is from Catalyst prediction with 721,799 reactions and 888 catalyst types from USPTO. The task is: Predict which catalyst facilitates the given reaction. (1) Reactant: [C:9](O[C:9]([O:11][C:12]([CH3:15])([CH3:14])[CH3:13])=[O:10])([O:11][C:12]([CH3:15])([CH3:14])[CH3:13])=[O:10].[Br:16][C:17]1[CH:27]=[CH:26][C:20]2[NH:21][C:22](=[O:25])[CH2:23][O:24][C:19]=2[CH:18]=1.CCOC(C)=O. Product: [Br:16][C:17]1[CH:27]=[CH:26][C:20]2[N:21]([C:9]([O:11][C:12]([CH3:13])([CH3:14])[CH3:15])=[O:10])[C:22](=[O:25])[CH2:23][O:24][C:19]=2[CH:18]=1. The catalyst class is: 251. (2) The catalyst class is: 68. Product: [C:49]([OH:52])(=[O:51])[CH3:50].[NH2:1][C:2]1[N:7]=[CH:6][N:5]=[C:4]2[N:8]([C:33]3[CH:34]=[CH:35][C:36]([CH2:39][N:41]4[CH2:46][CH2:45][CH2:44][CH:43]([CH2:47][OH:48])[CH2:42]4)=[CH:37][CH:38]=3)[N:9]=[C:10]([C:11]3[CH:16]=[CH:15][C:14]([NH:17][C:18](=[O:30])[C:19]4[CH:24]=[CH:23][C:22]([C:25]([F:27])([F:28])[F:26])=[CH:21][C:20]=4[F:29])=[C:13]([O:31][CH3:32])[CH:12]=3)[C:3]=12. Reactant: [NH2:1][C:2]1[N:7]=[CH:6][N:5]=[C:4]2[N:8]([C:33]3[CH:38]=[CH:37][C:36]([CH:39]=O)=[CH:35][CH:34]=3)[N:9]=[C:10]([C:11]3[CH:16]=[CH:15][C:14]([NH:17][C:18](=[O:30])[C:19]4[CH:24]=[CH:23][C:22]([C:25]([F:28])([F:27])[F:26])=[CH:21][C:20]=4[F:29])=[C:13]([O:31][CH3:32])[CH:12]=3)[C:3]=12.[NH:41]1[CH2:46][CH2:45][CH2:44][CH:43]([CH2:47][OH:48])[CH2:42]1.[C:49]([O:52][BH-]([O:52][C:49](=[O:51])[CH3:50])[O:52][C:49](=[O:51])[CH3:50])(=[O:51])[CH3:50].[Na+].[OH-].[Na+]. (3) Reactant: [CH3:1][O:2][CH2:3][CH2:4][NH2:5].[CH2:6]([O:8][C:9]1[CH:14]=[CH:13][C:12]([S:15](Cl)(=[O:17])=[O:16])=[CH:11][C:10]=1[C:19]1[NH:24][C:23](=[O:25])[N:22]2[C:26]([CH3:32])=[N:27][C:28]([CH2:29][CH2:30][CH3:31])=[C:21]2[N:20]=1)[CH3:7]. Product: [CH2:6]([O:8][C:9]1[CH:14]=[CH:13][C:12]([S:15]([NH:5][CH2:4][CH2:3][O:2][CH3:1])(=[O:17])=[O:16])=[CH:11][C:10]=1[C:19]1[NH:24][C:23](=[O:25])[N:22]2[C:26]([CH3:32])=[N:27][C:28]([CH2:29][CH2:30][CH3:31])=[C:21]2[N:20]=1)[CH3:7]. The catalyst class is: 4. (4) Reactant: [CH3:1][O:2][C:3]1[C:4]([CH2:18][OH:19])([CH2:13][CH2:14][CH:15]([CH3:17])[CH3:16])[C:5]2[C:10]([CH2:11][CH:12]=1)=[CH:9][CH:8]=[CH:7][CH:6]=2.CC(OI1(OC(C)=O)(OC(C)=O)OC(=O)C2C=CC=CC1=2)=O. Product: [CH3:1][O:2][C:3]1[C:4]([CH2:13][CH2:14][CH:15]([CH3:17])[CH3:16])([CH:18]=[O:19])[C:5]2[C:10]([CH2:11][CH:12]=1)=[CH:9][CH:8]=[CH:7][CH:6]=2. The catalyst class is: 4. (5) Reactant: [CH3:1][C:2]1[C:3](C)=[C:4]([C:12]([O-])=[O:13])[C:5](=[CH:10][CH:11]=1)[C:6](OC)=[O:7].[Li+].C[Si]([N-][Si](C)(C)C)(C)C.[C:26]([O:35][CH2:36][CH3:37])(=[O:34])[CH2:27][CH2:28][C:29]([O:31][CH2:32][CH3:33])=[O:30].Cl. Product: [OH:7][C:6]1[C:5]2[C:4](=[CH:3][C:2]([CH3:1])=[CH:11][CH:10]=2)[C:12]([OH:13])=[C:27]([C:26]([O:35][CH2:36][CH3:37])=[O:34])[C:28]=1[C:29]([O:31][CH2:32][CH3:33])=[O:30]. The catalyst class is: 1.